Dataset: Forward reaction prediction with 1.9M reactions from USPTO patents (1976-2016). Task: Predict the product of the given reaction. (1) Given the reactants Br[C:2]1[CH:7]=[C:6]([F:8])[C:5]([C:9]([N:11]2[CH2:15][CH2:14][CH2:13][C@H:12]2[CH2:16][N:17]2[CH2:21][CH2:20][CH2:19][CH2:18]2)=[O:10])=[C:4]([F:22])[CH:3]=1.C(=O)([O-])[O-].[Na+].[Na+].[N:29]1[CH:34]=[CH:33][CH:32]=[C:31](B(O)O)[CH:30]=1, predict the reaction product. The product is: [F:8][C:6]1[CH:7]=[C:2]([C:31]2[CH:30]=[N:29][CH:34]=[CH:33][CH:32]=2)[CH:3]=[C:4]([F:22])[C:5]=1[C:9]([N:11]1[CH2:15][CH2:14][CH2:13][C@H:12]1[CH2:16][N:17]1[CH2:21][CH2:20][CH2:19][CH2:18]1)=[O:10]. (2) Given the reactants [CH3:1][O:2][CH2:3][O:4][CH2:5][C:6]1[CH:11]=[CH:10][C:9]([C:12]2[CH:13]=[CH:14][C:15]([CH:18]=[O:19])=[N:16][CH:17]=2)=[CH:8][CH:7]=1.[CH2:20]([Mg]Br)[CH3:21].C(OCC)C.CCOC(C)=O.CCCCCC, predict the reaction product. The product is: [CH3:1][O:2][CH2:3][O:4][CH2:5][C:6]1[CH:7]=[CH:8][C:9]([C:12]2[CH:13]=[CH:14][C:15]([CH:18]([OH:19])[CH2:20][CH3:21])=[N:16][CH:17]=2)=[CH:10][CH:11]=1. (3) Given the reactants [H-].[Al+3].[Li+].[H-].[H-].[H-].C([O:9][C:10]([C:12]1[O:16][C:15]([C:17]2[CH:22]=[CH:21][C:20]([O:23][CH3:24])=[CH:19][CH:18]=2)=[N:14][C:13]=1[CH2:25][O:26][CH:27]1[CH2:32][CH2:31][CH2:30][CH2:29][O:28]1)=O)C, predict the reaction product. The product is: [CH3:24][O:23][C:20]1[CH:21]=[CH:22][C:17]([C:15]2[O:16][C:12]([CH2:10][OH:9])=[C:13]([CH2:25][O:26][CH:27]3[CH2:32][CH2:31][CH2:30][CH2:29][O:28]3)[N:14]=2)=[CH:18][CH:19]=1. (4) Given the reactants C([O:5][C:6]([NH:8][C@H:9]([CH2:14][C:15]1[CH:20]=[CH:19][C:18]([OH:21])=[CH:17][CH:16]=1)[C:10]([O:12][CH3:13])=[O:11])=[O:7])(C)(C)C.S(OOS([O-])(=O)=O)([O-])(=O)=O.[K+].[K+], predict the reaction product. The product is: [CH3:13][O:12][CH2:10][CH2:9][O:21][C:18]1[CH:17]=[CH:16][C:15]([C@@H:14]2[O:7][C:6](=[O:5])[NH:8][C@H:9]2[C:10]([O:12][CH3:13])=[O:11])=[CH:20][CH:19]=1. (5) Given the reactants C[C@@H]1CN(CC2C=NC(C)=NC=2)C[C@H]1C1NC(=O)C2C=NN(C3CCOCC3)C=2N=1.Cl.[CH2:32]([C@@H:34]1[CH2:38][NH:37][CH2:36][C@H:35]1[C:39]1[NH:40][C:41](=[O:54])[C:42]2[CH:47]=[N:46][N:45]([CH:48]3[CH2:53][CH2:52][O:51][CH2:50][CH2:49]3)[C:43]=2[N:44]=1)[CH3:33].C([BH3-])#N.[Na+].[CH3:59][O:60][C:61]1[CH:68]=[CH:67][C:64]([CH:65]=O)=[CH:63][N:62]=1, predict the reaction product. The product is: [CH2:32]([C@@H:34]1[CH2:38][N:37]([CH2:65][C:64]2[CH:63]=[N:62][C:61]([O:60][CH3:59])=[CH:68][CH:67]=2)[CH2:36][C@H:35]1[C:39]1[NH:40][C:41](=[O:54])[C:42]2[CH:47]=[N:46][N:45]([CH:48]3[CH2:49][CH2:50][O:51][CH2:52][CH2:53]3)[C:43]=2[N:44]=1)[CH3:33]. (6) Given the reactants [F:1][C:2]1[CH:7]=[CH:6][C:5]([CH:8]([C:14]2[C:19](=[O:20])[C:18]([CH3:21])=[C:17]([CH3:22])[C:16](=[O:23])[C:15]=2[CH3:24])[CH2:9][CH2:10][C:11]([OH:13])=[O:12])=[CH:4][CH:3]=1.[N+:25]([O-:33])([O:27][CH2:28][CH2:29][CH2:30][CH2:31]O)=[O:26].C(N=C=NCCCN(C)C)C, predict the reaction product. The product is: [F:1][C:2]1[CH:3]=[CH:4][C:5]([CH:8]([C:14]2[C:19](=[O:20])[C:18]([CH3:21])=[C:17]([CH3:22])[C:16](=[O:23])[C:15]=2[CH3:24])[CH2:9][CH2:10][C:11]([O:13][CH2:31][CH2:30][CH2:29][CH2:28][O:27][N+:25]([O-:33])=[O:26])=[O:12])=[CH:6][CH:7]=1. (7) The product is: [C@@H:6]1([C:24]2[CH:29]=[CH:28][C:27]([CH3:30])=[C:26]([CH2:31][C:32]3[S:33][C:34]([C:37]4[CH:38]=[CH:39][C:40]([C:43]#[N:44])=[N:41][CH:42]=4)=[CH:35][CH:36]=3)[CH:25]=2)[O:7][C@H:8]([CH2:19][OH:20])[C@@H:9]([OH:15])[C@H:10]([OH:11])[C@H:5]1[OH:4]. Given the reactants C([O:4][C@@H:5]1[C@@H:10]([O:11]C(=O)C)[C@H:9]([O:15]C(=O)C)[C@@H:8]([CH2:19][O:20]C(=O)C)[O:7][C@H:6]1[C:24]1[CH:29]=[CH:28][C:27]([CH3:30])=[C:26]([CH2:31][C:32]2[S:33][C:34]([C:37]3[CH:38]=[CH:39][C:40]([C:43]#[N:44])=[N:41][CH:42]=3)=[CH:35][CH:36]=2)[CH:25]=1)(=O)C.CC(C)([O-])C.[Na+].[Cl-].[NH4+], predict the reaction product. (8) Given the reactants C(OC([NH:8][C:9]([CH3:36])([CH2:29][C:30]1[CH:35]=[CH:34][CH:33]=[CH:32][CH:31]=1)[CH2:10][O:11][CH2:12][C:13]1[CH:14]=[C:15]([CH:19]=[C:20]([C:22]2([C:27]#[N:28])[CH2:26][CH2:25][CH2:24][CH2:23]2)[CH:21]=1)[C:16]([OH:18])=O)=O)(C)(C)C.[CH3:37][CH:38]([NH2:42])[C:39]#[C:40][CH3:41], predict the reaction product. The product is: [NH2:8][C:9]([CH3:36])([CH2:29][C:30]1[CH:31]=[CH:32][CH:33]=[CH:34][CH:35]=1)[CH2:10][O:11][CH2:12][C:13]1[CH:14]=[C:15]([CH:19]=[C:20]([C:22]2([C:27]#[N:28])[CH2:26][CH2:25][CH2:24][CH2:23]2)[CH:21]=1)[C:16]([NH:42][CH:38]([C:39]#[C:40][CH3:41])[CH3:37])=[O:18]. (9) Given the reactants [Cl:1][C:2]1[C:3]2[NH:10][CH:9]=[CH:8][C:4]=2[N:5]=[CH:6][N:7]=1.C(=O)([O-])[O-].[Cs+].[Cs+].Br[CH2:18][C:19]1[CH:20]=[C:21]([CH:26]=[CH:27][CH:28]=1)[C:22]([O:24][CH3:25])=[O:23], predict the reaction product. The product is: [Cl:1][C:2]1[C:3]2[N:10]([CH2:18][C:19]3[CH:20]=[C:21]([CH:26]=[CH:27][CH:28]=3)[C:22]([O:24][CH3:25])=[O:23])[CH:9]=[CH:8][C:4]=2[N:5]=[CH:6][N:7]=1.